From a dataset of Reaction yield outcomes from USPTO patents with 853,638 reactions. Predict the reaction yield, written as a fraction of the theoretical maximum amount of product (1.0 means a 100% yield; for example, 0.34 means a 34% yield). (1) The reactants are [CH3:1][C:2]1[O:3][N:4]=[C:5]2[C:10]=1[C:9]([C:11]1[CH:16]=[CH:15][CH:14]=[CH:13][CH:12]=1)=[N:8][NH:7][C:6]2=[O:17].[C:18]1(P(C2C=CC=CC=2)C2C=CC=CC=2)[CH:23]=CC=C[CH:19]=1.C(O)(C)C. The catalyst is C1COCC1. The product is [CH:18]([N:7]1[C:6](=[O:17])[C:5]2=[N:4][O:3][C:2]([CH3:1])=[C:10]2[C:9]([C:11]2[CH:16]=[CH:15][CH:14]=[CH:13][CH:12]=2)=[N:8]1)([CH3:23])[CH3:19]. The yield is 0.630. (2) The reactants are [CH3:1][O:2][C:3](=[O:12])[C:4]1[CH:9]=[CH:8][C:7]([Br:10])=[CH:6][C:5]=1[CH3:11].C1C(=O)N([Br:20])C(=O)C1. The catalyst is C(Cl)(Cl)(Cl)Cl.C(OOC(=O)C1C=CC=CC=1)(=O)C1C=CC=CC=1. The product is [CH3:1][O:2][C:3](=[O:12])[C:4]1[CH:9]=[CH:8][C:7]([Br:10])=[CH:6][C:5]=1[CH2:11][Br:20]. The yield is 0.500. (3) The reactants are C([NH:8][C@@H:9]1[CH2:14][CH2:13][N:12]([C:15]([O:17][CH3:18])=[O:16])[CH2:11][C@@H:10]1[CH3:19])C1C=CC=CC=1. The catalyst is CO.[H][H].[Pd]. The product is [NH2:8][C@@H:9]1[CH2:14][CH2:13][N:12]([C:15]([O:17][CH3:18])=[O:16])[CH2:11][C@@H:10]1[CH3:19]. The yield is 0.920. (4) The yield is 0.300. The product is [CH3:1][N:2]([CH3:29])[CH2:3][CH2:4][NH2:5].[F:28][C:25]1[CH:26]=[CH:27][C:22]([O:21][C:9]2[CH:10]=[C:11]3[C:15](=[CH:16][C:8]=2[C:6]([OH:7])=[O:33])[N:14]([CH2:17][CH:18]([CH3:19])[CH3:20])[N:13]=[CH:12]3)=[CH:23][CH:24]=1. The reactants are [CH3:1][N:2]([CH3:29])[CH2:3][CH2:4][NH:5][C:6]([C:8]1[CH:16]=[C:15]2[C:11]([CH:12]=[N:13][N:14]2[CH2:17][CH:18]([CH3:20])[CH3:19])=[CH:10][C:9]=1[O:21][C:22]1[CH:27]=[CH:26][C:25]([F:28])=[CH:24][CH:23]=1)=[O:7].C1C[O:33]CC1. No catalyst specified. (5) The reactants are [H-].[Na+].[O:3]=[C:4]([CH2:11][CH2:12][CH3:13])[CH2:5][C:6]([O:8][CH2:9][CH3:10])=[O:7].Br[CH2:15][C:16]1[CH:21]=[CH:20][C:19]([C:22]2[C:23]([C:28]#[N:29])=[CH:24][CH:25]=[CH:26][CH:27]=2)=[CH:18][C:17]=1[F:30].Cl. The catalyst is O1CCCC1.C1(C(F)(F)F)C=CC=CC=1. The product is [C:28]([C:23]1[CH:24]=[CH:25][CH:26]=[CH:27][C:22]=1[C:19]1[CH:20]=[CH:21][C:16]([CH2:15][CH:5]([C:4](=[O:3])[CH2:11][CH2:12][CH3:13])[C:6]([O:8][CH2:9][CH3:10])=[O:7])=[C:17]([F:30])[CH:18]=1)#[N:29]. The yield is 0.760. (6) The reactants are C[Si](C)(C)[O:3][C:4]1[CH2:5][CH2:6][N:7]([C:10]([O:12][C:13]([CH3:16])([CH3:15])[CH3:14])=[O:11])[CH2:8][CH:9]=1.[B-](F)(F)(F)[F:20].[B-](F)(F)(F)F.C1[N+]2(CCl)CC[N+](F)(CC2)C1. The catalyst is C(#N)C. The product is [F:20][CH:5]1[C:4](=[O:3])[CH2:9][CH2:8][N:7]([C:10]([O:12][C:13]([CH3:16])([CH3:15])[CH3:14])=[O:11])[CH2:6]1. The yield is 0.730. (7) The reactants are I[C:2]1[N:9]2[C:5]([O:6][CH:7]=[CH:8]2)=[N:4][C:3]=1[C:10]1[CH:15]=[C:14]([F:16])[C:13]([F:17])=[CH:12][C:11]=1[F:18].C([Mg]Cl)(C)C.I[C:25]1[CH:26]=[CH:27][C:28]2[N:29]([C:31]([CH:34]([CH3:36])[CH3:35])=[N:32][N:33]=2)[N:30]=1.CN(C=O)C. The catalyst is C1COCC1.[Cl-].[Zn+2].[Cl-].C1C=CC([P]([Pd]([P](C2C=CC=CC=2)(C2C=CC=CC=2)C2C=CC=CC=2)([P](C2C=CC=CC=2)(C2C=CC=CC=2)C2C=CC=CC=2)[P](C2C=CC=CC=2)(C2C=CC=CC=2)C2C=CC=CC=2)(C2C=CC=CC=2)C2C=CC=CC=2)=CC=1. The product is [CH:34]([C:31]1[N:29]2[N:30]=[C:25]([C:2]3[N:9]4[C:5]([O:6][CH:7]=[CH:8]4)=[N:4][C:3]=3[C:10]3[CH:15]=[C:14]([F:16])[C:13]([F:17])=[CH:12][C:11]=3[F:18])[CH:26]=[CH:27][C:28]2=[N:33][N:32]=1)([CH3:36])[CH3:35]. The yield is 0.0350. (8) The reactants are [CH2:1]([C:3]1([NH:25][C:26](=[O:32])[O:27][C:28]([CH3:31])([CH3:30])[CH3:29])[CH2:8][CH2:7][CH:6]([O:9][C:10]2[N:11]=[CH:12][N:13]=[C:14]3[C:21]=2[C:20]2[C@@H:19]([CH2:22][CH:23]=[O:24])[CH2:18][CH2:17][C:16]=2[S:15]3)[CH2:5][CH2:4]1)[CH3:2].C[Mg+].[Br-].[CH2:36]1COCC1. The catalyst is O1CCCC1. The product is [CH2:1]([C:3]1([NH:25][C:26](=[O:32])[O:27][C:28]([CH3:31])([CH3:30])[CH3:29])[CH2:4][CH2:5][CH:6]([O:9][C:10]2[N:11]=[CH:12][N:13]=[C:14]3[C:21]=2[C:20]2[C@@H:19]([CH2:22][C@H:23]([OH:24])[CH3:36])[CH2:18][CH2:17][C:16]=2[S:15]3)[CH2:7][CH2:8]1)[CH3:2].[CH2:1]([C:3]1([NH:25][C:26](=[O:32])[O:27][C:28]([CH3:31])([CH3:30])[CH3:29])[CH2:4][CH2:5][CH:6]([O:9][C:10]2[N:11]=[CH:12][N:13]=[C:14]3[C:21]=2[C:20]2[C@@H:19]([CH2:22][C@@H:23]([OH:24])[CH3:36])[CH2:18][CH2:17][C:16]=2[S:15]3)[CH2:7][CH2:8]1)[CH3:2]. The yield is 0.470. (9) The reactants are [C:1]([C:5]1[CH:10]=[CH:9][C:8]([S:11](Cl)(=[O:13])=[O:12])=[CH:7][CH:6]=1)([CH3:4])([CH3:3])[CH3:2].[NH2:15][CH2:16][C:17]1[CH:25]=[CH:24][C:20]([C:21]([OH:23])=[O:22])=[CH:19][CH:18]=1.Cl. The catalyst is [OH-].[Na+]. The product is [C:1]([C:5]1[CH:10]=[CH:9][C:8]([S:11]([NH:15][CH2:16][C:17]2[CH:18]=[CH:19][C:20]([C:21]([OH:23])=[O:22])=[CH:24][CH:25]=2)(=[O:13])=[O:12])=[CH:7][CH:6]=1)([CH3:4])([CH3:3])[CH3:2]. The yield is 0.710.